This data is from Forward reaction prediction with 1.9M reactions from USPTO patents (1976-2016). The task is: Predict the product of the given reaction. The product is: [O:4]=[C:3]1[C:13]2[CH:12]=[CH:11][C:10]([NH:14][C:15](=[O:17])[CH3:16])=[CH:9][C:8]=2[O:7][CH2:6]1. Given the reactants ClC[C:3](Cl)=[O:4].[CH3:6][O:7][C:8]1[CH:9]=[C:10]([NH:14][C:15](=[O:17])[CH3:16])[CH:11]=[CH:12][CH:13]=1.[Cl-].[Al+3].[Cl-].[Cl-].C([O-])(=O)C.[Na+], predict the reaction product.